This data is from Catalyst prediction with 721,799 reactions and 888 catalyst types from USPTO. The task is: Predict which catalyst facilitates the given reaction. (1) The catalyst class is: 2. Reactant: C[O:2][C:3]1[CH:8]=[CH:7][C:6]([N:9]2[C:13]3[CH:14]=[CH:15][CH:16]=[CH:17][C:12]=3[N:11]=[C:10]2[C:18]2[CH:22]=[CH:21][S:20][C:19]=2[CH3:23])=[CH:5][CH:4]=1.B(Br)(Br)Br. Product: [CH3:23][C:19]1[S:20][CH:21]=[CH:22][C:18]=1[C:10]1[N:9]([C:6]2[CH:5]=[CH:4][C:3]([OH:2])=[CH:8][CH:7]=2)[C:13]2[CH:14]=[CH:15][CH:16]=[CH:17][C:12]=2[N:11]=1. (2) Reactant: [CH3:1][CH:2]([N:4]1[C:8]([C:9]2[N:10]=[C:11]3[N:21]([CH:22]=2)[CH2:20][CH2:19][O:18][C:17]2[C:12]3=[CH:13][C:14]([CH:23]([CH2:25]S([O-])(=O)=O)C)=[CH:15][CH:16]=2)=[N:7][CH:6]=[N:5]1)[CH3:3].C([O-])([O-])=O.[K+].[K+].[NH:36]1[CH2:39][CH:38]([OH:40])[CH2:37]1. Product: [CH3:1][CH:2]([N:4]1[C:8]([C:9]2[N:10]=[C:11]3[N:21]([CH:22]=2)[CH2:20][CH2:19][O:18][C:17]2[C:12]3=[CH:13][C:14]([CH:23]([N:36]3[CH2:39][CH:38]([OH:40])[CH2:37]3)[CH3:25])=[CH:15][CH:16]=2)=[N:7][CH:6]=[N:5]1)[CH3:3]. The catalyst class is: 23. (3) Reactant: C(OC(=O)NC[C:9]1[CH:38]=[CH:37][C:12]2[N:13]([CH2:32][CH2:33][CH:34]([CH3:36])[CH3:35])[C:14]([CH2:16][N:17]3[C:26]4[C:21](=[CH:22][CH:23]=[CH:24][CH:25]=4)[C:20](=[O:27])[N:19]([CH:28]4[CH2:30][CH2:29]4)[C:18]3=[O:31])=[N:15][C:11]=2[CH:10]=1)(C)(C)C.C1(N2C(=O)C3C(=CC=CC=3)NC2=O)CC1.[CH3:55][O:56][C:57](C1C=CC2N(CCC(C)C)C(CCl)=NC=2C=1)=[O:58].Cl. Product: [CH3:55][O:56][C:57]([C:9]1[CH:38]=[CH:37][C:12]2[N:13]([CH2:32][CH2:33][CH:34]([CH3:36])[CH3:35])[C:14]([CH2:16][N:17]3[C:26]4[C:21](=[CH:22][CH:23]=[CH:24][CH:25]=4)[C:20](=[O:27])[N:19]([CH:28]4[CH2:29][CH2:30]4)[C:18]3=[O:31])=[N:15][C:11]=2[CH:10]=1)=[O:58]. The catalyst class is: 6. (4) Product: [F:21][C:3]1[C:2]([N:32]2[CH2:31][CH2:30][N:29]([C:26]3[CH:25]=[CH:24][C:23]([F:22])=[CH:28][CH:27]=3)[CH2:34][CH2:33]2)=[CH:20][C:6]2=[N:7][C:8]3[N:9]([CH3:19])[CH:10]=[C:11]([C:16]([OH:18])=[O:17])[C:12](=[O:15])[C:13]=3[CH:14]=[C:5]2[CH:4]=1. Reactant: Cl[C:2]1[C:3]([F:21])=[CH:4][C:5]2[C:6]([CH:20]=1)=[N:7][C:8]1[N:9]([CH3:19])[CH:10]=[C:11]([C:16]([OH:18])=[O:17])[C:12](=[O:15])[C:13]=1[CH:14]=2.[F:22][C:23]1[CH:28]=[CH:27][C:26]([N:29]2[CH2:34][CH2:33][NH:32][CH2:31][CH2:30]2)=[CH:25][CH:24]=1.C(O)(=O)C. The catalyst class is: 228. (5) Reactant: [NH2:1][C@H:2]([CH3:9])[CH2:3][CH2:4][NH:5][CH:6]([CH3:8])[CH3:7].FC1C=CC(CNC(C2C(=O)C(O)=C3C(=O)N4[C@H](C)CCN(C(C)C)[C@H]4CN3C=2)=O)=CC=1.C[O:43][C:44]([C:46]1[N:47]([CH2:72][CH:73]=O)[CH:48]=[C:49]([C:61](=[O:71])[NH:62][CH2:63][C:64]2[CH:69]=[CH:68][C:67]([F:70])=[CH:66][CH:65]=2)[C:50](=[O:60])[C:51]=1[O:52][CH2:53][C:54]1[CH:59]=[CH:58][CH:57]=[CH:56][CH:55]=1)=O.C(O)(=O)C. Product: [F:70][C:67]1[CH:66]=[CH:65][C:64]([CH2:63][NH:62][C:61]([C:49]2[C:50](=[O:60])[C:51]([O:52][CH2:53][C:54]3[CH:59]=[CH:58][CH:57]=[CH:56][CH:55]=3)=[C:46]3[C:44](=[O:43])[N:1]4[C@H:2]([CH3:9])[CH2:3][CH2:4][N:5]([CH:6]([CH3:8])[CH3:7])[C@H:73]4[CH2:72][N:47]3[CH:48]=2)=[O:71])=[CH:69][CH:68]=1. The catalyst class is: 4.